From a dataset of Forward reaction prediction with 1.9M reactions from USPTO patents (1976-2016). Predict the product of the given reaction. (1) Given the reactants [O:1]=[C:2]1[NH:6][C:5]2[CH:7]=[CH:8][CH:9]=[C:10]([C:11]([O:13]C)=O)[C:4]=2[NH:3]1.[CH2:15]([Mg]Br)[CH3:16].[CH2:19](OCC)[CH3:20].Cl, predict the reaction product. The product is: [CH2:19]([C:11]([C:10]1[C:4]2[NH:3][C:2](=[O:1])[NH:6][C:5]=2[CH:7]=[CH:8][CH:9]=1)([OH:13])[CH2:15][CH3:16])[CH3:20]. (2) Given the reactants C(OC(=O)[NH:7][C:8]1[CH:13]=[CH:12][C:11]([C:14]2[CH:19]=[C:18]([F:20])[CH:17]=CC=2F)=[CH:10][C:9]=1[NH:22][C:23](=[O:35])[CH2:24][C:25]([C:27]1[CH:32]=[CH:31][CH:30]=[C:29]([C:33]#[N:34])[CH:28]=1)=O)(C)(C)C.[C:37](O)([C:39]([F:42])(F)F)=O, predict the reaction product. The product is: [F:42][C:39]1[CH:37]=[CH:17][C:18]([F:20])=[CH:19][C:14]=1[C:11]1[CH:12]=[CH:13][C:8]2[N:7]=[C:25]([C:27]3[CH:28]=[C:29]([CH:30]=[CH:31][CH:32]=3)[C:33]#[N:34])[CH2:24][C:23](=[O:35])[NH:22][C:9]=2[CH:10]=1. (3) Given the reactants C([O:5][C:6](=[O:59])[C@@H:7]([NH:11][C:12]([C@@H:14]1[CH2:18][C@@H:17]([O:19][C:20]2[C:29]3[C:24](=[CH:25][C:26]([O:30][CH3:31])=[CH:27][CH:28]=3)[N:23]=[C:22]([C:32]3[CH:37]=[CH:36][CH:35]=[CH:34][CH:33]=3)[CH:21]=2)[CH2:16][C@H:15]1[C:38](=[O:58])[NH:39][C@H:40]([C:44](=[O:57])[NH:45][C@@H:46]([CH:51]1[CH2:56][CH2:55][CH2:54][CH2:53][CH2:52]1)[C:47]([O:49][CH3:50])=[O:48])[CH:41]([CH3:43])[CH3:42])=[O:13])[CH2:8][CH2:9][CH3:10])(C)(C)C.C([SiH](CC)CC)C, predict the reaction product. The product is: [CH:51]1([C@H:46]([NH:45][C:44]([C@@H:40]([NH:39][C:38]([C@@H:15]2[CH2:16][C@H:17]([O:19][C:20]3[C:29]4[C:24](=[CH:25][C:26]([O:30][CH3:31])=[CH:27][CH:28]=4)[N:23]=[C:22]([C:32]4[CH:33]=[CH:34][CH:35]=[CH:36][CH:37]=4)[CH:21]=3)[CH2:18][C@H:14]2[C:12]([NH:11][C@@H:7]([CH2:8][CH2:9][CH3:10])[C:6]([OH:59])=[O:5])=[O:13])=[O:58])[CH:41]([CH3:42])[CH3:43])=[O:57])[C:47]([O:49][CH3:50])=[O:48])[CH2:56][CH2:55][CH2:54][CH2:53][CH2:52]1.